Dataset: Reaction yield outcomes from USPTO patents with 853,638 reactions. Task: Predict the reaction yield, written as a fraction of the theoretical maximum amount of product (1.0 means a 100% yield; for example, 0.34 means a 34% yield). (1) The reactants are C(OC([N:8]1[CH2:13][CH2:12][CH:11]([C:14]2[CH:19]=[CH:18][C:17]([NH:20][C:21]([C:23]3[N:24](COCC[Si](C)(C)C)[CH:25]=[C:26]([C:28]#[N:29])[N:27]=3)=[O:22])=[C:16]([C:38]3[CH2:43][CH2:42][CH2:41][CH2:40][CH:39]=3)[CH:15]=2)[CH2:10][CH2:9]1)=O)(C)(C)C.[C:44]([OH:50])([C:46]([F:49])([F:48])[F:47])=[O:45]. The catalyst is C(Cl)Cl.CCO. The product is [F:47][C:46]([F:49])([F:48])[C:44]([OH:50])=[O:45].[C:38]1([C:16]2[CH:15]=[C:14]([CH:11]3[CH2:10][CH2:9][NH:8][CH2:13][CH2:12]3)[CH:19]=[CH:18][C:17]=2[NH:20][C:21]([C:23]2[NH:24][CH:25]=[C:26]([C:28]#[N:29])[N:27]=2)=[O:22])[CH2:43][CH2:42][CH2:41][CH2:40][CH:39]=1. The yield is 0.700. (2) The reactants are [C:1]([C:3]1[C:11]2[C:6](=[CH:7][C:8]([O:12][CH3:13])=[CH:9][CH:10]=2)[N:5]([CH2:14][CH3:15])[C:4]=1[C:16]1[CH:24]=[CH:23][C:19]([C:20](O)=[O:21])=[CH:18][CH:17]=1)#[N:2].CN(C=O)C.C(Cl)(=O)C(Cl)=O.[NH:36]1[CH2:41][CH2:40][O:39][CH2:38][CH2:37]1. The catalyst is C(Cl)Cl. The product is [CH2:14]([N:5]1[C:6]2[C:11](=[CH:10][CH:9]=[C:8]([O:12][CH3:13])[CH:7]=2)[C:3]([C:1]#[N:2])=[C:4]1[C:16]1[CH:24]=[CH:23][C:19]([C:20]([N:36]2[CH2:41][CH2:40][O:39][CH2:38][CH2:37]2)=[O:21])=[CH:18][CH:17]=1)[CH3:15]. The yield is 0.900.